From a dataset of Reaction yield outcomes from USPTO patents with 853,638 reactions. Predict the reaction yield, written as a fraction of the theoretical maximum amount of product (1.0 means a 100% yield; for example, 0.34 means a 34% yield). (1) The reactants are [S:1]1[CH:5]=[CH:4][CH:3]=[C:2]1[C:6]1[N:11]=[C:10]([C:12]#[N:13])[CH:9]=[CH:8][CH:7]=1.[C:14](OC)(=[O:22])[C:15]1[C:16](=[CH:18][CH:19]=[CH:20][CH:21]=1)[SH:17].C(N(CC)CC)C. The catalyst is C1(C)C=CC=CC=1. The product is [S:1]1[CH:5]=[CH:4][CH:3]=[C:2]1[C:6]1[N:11]=[C:10]([C:12]2[S:17][C:16]3[CH:18]=[CH:19][CH:20]=[CH:21][C:15]=3[C:14](=[O:22])[N:13]=2)[CH:9]=[CH:8][CH:7]=1. The yield is 0.860. (2) The reactants are [S:1]1[CH:5]=[CH:4][C:3]2[CH:6]=[C:7]([CH:10]3[C:19]4[C:14](=[CH:15][C:16]([O:20]C)=[CH:17][CH:18]=4)[CH2:13][N:12]([CH3:22])[CH2:11]3)[CH:8]=[CH:9][C:2]1=2.C([S-])C.[Na+].[NH4+].[Cl-]. The catalyst is CN(C=O)C. The product is [S:1]1[CH:5]=[CH:4][C:3]2[CH:6]=[C:7]([CH:10]3[C:19]4[C:14](=[CH:15][C:16]([OH:20])=[CH:17][CH:18]=4)[CH2:13][N:12]([CH3:22])[CH2:11]3)[CH:8]=[CH:9][C:2]1=2. The yield is 0.700. (3) The reactants are [N:1]1([C:10]([O:12][C:13]([CH3:16])([CH3:15])[CH3:14])=[O:11])[C:9]2[CH:8]=[CH:7][N:6]=[CH:5][C:4]=2[CH:3]=[CH:2]1.C(O[C:20](=O)[C:21](C)([CH3:36])[CH2:22][CH2:23][CH2:24][CH2:25][C:26]([Br:35])([C:28]1[CH:33]=[CH:32][CH:31]=[CH:30][C:29]=1[Cl:34])C)C. The catalyst is C(#N)C. The product is [Br-:35].[C:13]([O:12][C:10]([N:1]1[C:9]2[CH:8]=[CH:7][N+:6]([CH:26]([C:28]3[CH:33]=[CH:32][CH:31]=[CH:30][C:29]=3[Cl:34])[CH2:25][CH2:24][CH2:23][CH2:22][CH:21]([CH3:36])[CH3:20])=[CH:5][C:4]=2[CH:3]=[CH:2]1)=[O:11])([CH3:16])([CH3:15])[CH3:14]. The yield is 0.665. (4) The reactants are [Cl:27][C:24]1[CH:23]=[CH:22][C:21]([CH:16]([O:17][CH2:18][C:19]#[CH:20])[C:15](OCCO[C:15](=[O:28])[CH:16]([C:21]2[CH:26]=[CH:25][C:24]([Cl:27])=[CH:23][CH:22]=2)[O:17][CH2:18][C:19]#[CH:20])=[O:28])=[CH:26][CH:25]=1.ClC1C=CC=CC=1.[NH2:40][CH2:41][CH2:42][C:43]1[CH:48]=[CH:47][C:46]([OH:49])=[C:45]([O:50][CH3:51])[CH:44]=1.CCN(CCO)CC. No catalyst specified. The product is [Cl:27][C:24]1[CH:23]=[CH:22][C:21]([CH:16]([O:17][CH2:18][C:19]#[CH:20])[C:15]([NH:40][CH2:41][CH2:42][C:43]2[CH:48]=[CH:47][C:46]([OH:49])=[C:45]([O:50][CH3:51])[CH:44]=2)=[O:28])=[CH:26][CH:25]=1. The yield is 0.920. (5) The product is [C:32]([N:26]1[CH2:25][CH2:24][CH:23]([C:21]2[CH:22]=[C:10]3[N:9]=[C:8]([NH:7][N:6]=[CH:5][C:4]4[CH:29]=[CH:30][CH:31]=[C:2]([CH3:1])[CH:3]=4)[CH:13]=[C:12]([N:14]4[CH2:19][CH2:18][O:17][CH2:16][CH2:15]4)[N:11]3[N:20]=2)[CH2:28][CH2:27]1)(=[O:34])[CH3:33]. The catalyst is C(Cl)Cl. The reactants are [CH3:1][C:2]1[CH:3]=[C:4]([CH:29]=[CH:30][CH:31]=1)[CH:5]=[N:6][NH:7][C:8]1[CH:13]=[C:12]([N:14]2[CH2:19][CH2:18][O:17][CH2:16][CH2:15]2)[N:11]2[N:20]=[C:21]([CH:23]3[CH2:28][CH2:27][NH:26][CH2:25][CH2:24]3)[CH:22]=[C:10]2[N:9]=1.[C:32](OC(=O)C)(=[O:34])[CH3:33]. The yield is 0.730. (6) The reactants are [N:1]1([C@H:7]2[CH2:10][C@H:9]([O:11][C:12]3[CH:17]=[CH:16][C:15]([C:18]4[S:19][C:20]5[CH2:21][NH:22][CH2:23][CH2:24][C:25]=5[N:26]=4)=[CH:14][CH:13]=3)[CH2:8]2)[CH2:6][CH2:5][CH2:4][CH2:3][CH2:2]1.C[Si]([N:31]=[C:32]=[O:33])(C)C. The catalyst is ClCCl. The product is [N:1]1([C@H:7]2[CH2:8][C@H:9]([O:11][C:12]3[CH:13]=[CH:14][C:15]([C:18]4[S:19][C:20]5[CH2:21][N:22]([C:32]([NH2:31])=[O:33])[CH2:23][CH2:24][C:25]=5[N:26]=4)=[CH:16][CH:17]=3)[CH2:10]2)[CH2:6][CH2:5][CH2:4][CH2:3][CH2:2]1. The yield is 0.360. (7) The reactants are [Br:1][C:2]1[C:3]([OH:17])=[C:4]2[C:9](=[CH:10][CH:11]=1)[N:8]([C:12]([O:14][CH3:15])=[O:13])[C@@H:7]([CH3:16])[CH2:6][CH2:5]2.[Cl:18][C:19]1[CH:20]=[CH:21][C:22](F)=[C:23]([CH:26]=1)[C:24]#[N:25].C(=O)([O-])[O-].[Cs+].[Cs+].O. The catalyst is CN(C=O)C. The product is [Br:1][C:2]1[C:3]([O:17][C:22]2[CH:21]=[CH:20][C:19]([Cl:18])=[CH:26][C:23]=2[C:24]#[N:25])=[C:4]2[C:9](=[CH:10][CH:11]=1)[N:8]([C:12]([O:14][CH3:15])=[O:13])[C@@H:7]([CH3:16])[CH2:6][CH2:5]2. The yield is 0.940. (8) The reactants are [CH3:1][C:2]1[C:3]([C:11]2[S:15][C:14]([C:16]([OH:18])=O)=[CH:13][CH:12]=2)=[N:4][O:5][C:6]=1[C:7]([F:10])([F:9])[F:8].C([N:26]1[CH2:31][CH2:30][NH:29][C@H:28]([CH3:32])[CH2:27]1)(OC(C)(C)C)=O.[ClH:33]. The catalyst is O1CCOCC1. The product is [ClH:33].[CH3:32][C@@H:28]1[CH2:27][NH:26][CH2:31][CH2:30][N:29]1[C:16]([C:14]1[S:15][C:11]([C:3]2[C:2]([CH3:1])=[C:6]([C:7]([F:8])([F:9])[F:10])[O:5][N:4]=2)=[CH:12][CH:13]=1)=[O:18]. The yield is 0.860. (9) The reactants are C([O:8][C@:9]12[C@@H:16]([CH2:17][O:18]CC3C=CC=CC=3)[O:15][C@@H:14]([N:26]3[CH:34]=[C:32]([CH3:33])[C:30](=[O:31])[NH:29][C:27]3=[O:28])[C@@:13]1([O:35][CH3:36])[O:12][CH2:11][CH2:10]2)C1C=CC=CC=1.C. The catalyst is CO.[OH-].[Pd+2].[OH-]. The product is [OH:8][C@:9]12[C@@H:16]([CH2:17][OH:18])[O:15][C@@H:14]([N:26]3[CH:34]=[C:32]([CH3:33])[C:30](=[O:31])[NH:29][C:27]3=[O:28])[C@@:13]1([O:35][CH3:36])[O:12][CH2:11][CH2:10]2. The yield is 0.790. (10) The yield is 0.993. The catalyst is CN(C=O)C. The product is [CH2:3]([O:10][C:12]1[CH:19]=[CH:18][C:17]([F:20])=[CH:16][C:13]=1[C:14]#[N:15])[C:4]1[CH:9]=[CH:8][CH:7]=[CH:6][CH:5]=1. The reactants are [H-].[Na+].[CH2:3]([OH:10])[C:4]1[CH:9]=[CH:8][CH:7]=[CH:6][CH:5]=1.F[C:12]1[CH:19]=[CH:18][C:17]([F:20])=[CH:16][C:13]=1[C:14]#[N:15].